The task is: Regression. Given a peptide amino acid sequence and an MHC pseudo amino acid sequence, predict their binding affinity value. This is MHC class II binding data.. This data is from Peptide-MHC class II binding affinity with 134,281 pairs from IEDB. (1) The peptide sequence is ILVGDNSFVSAISQT. The MHC is HLA-DQA10201-DQB10301 with pseudo-sequence HLA-DQA10201-DQB10301. The binding affinity (normalized) is 0.744. (2) The peptide sequence is KKKCDTLLCDIGESSSS. The MHC is HLA-DQA10102-DQB10501 with pseudo-sequence HLA-DQA10102-DQB10501. The binding affinity (normalized) is 0.454. (3) The peptide sequence is AFNVENGNATPQLTK. The binding affinity (normalized) is 0.236. The MHC is HLA-DPA10301-DPB10402 with pseudo-sequence HLA-DPA10301-DPB10402. (4) The peptide sequence is VSTFSSGLVWGQKYF. The MHC is DRB1_0901 with pseudo-sequence DRB1_0901. The binding affinity (normalized) is 0.495. (5) The peptide sequence is AHWTEARIMLDNINM. The MHC is DRB1_0301 with pseudo-sequence DRB1_0301. The binding affinity (normalized) is 0.153. (6) The peptide sequence is NGVIKILTYPWDRIE. The MHC is HLA-DQA10501-DQB10302 with pseudo-sequence HLA-DQA10501-DQB10302. The binding affinity (normalized) is 0.481. (7) The peptide sequence is IIMLIPTVMAFHLTT. The MHC is DRB1_0301 with pseudo-sequence DRB1_0301. The binding affinity (normalized) is 0.393. (8) The MHC is HLA-DPA10201-DPB10501 with pseudo-sequence HLA-DPA10201-DPB10501. The peptide sequence is EKVDAAFKVAATAAN. The binding affinity (normalized) is 0.299.